From a dataset of Full USPTO retrosynthesis dataset with 1.9M reactions from patents (1976-2016). Predict the reactants needed to synthesize the given product. (1) Given the product [Br:10][C:11]1[CH:16]=[CH:15][C:14]([C:17]2([F:7])[CH2:22][CH2:21][N:20]([CH3:23])[CH2:19][CH2:18]2)=[CH:13][CH:12]=1, predict the reactants needed to synthesize it. The reactants are: CCN(S(F)(F)[F:7])CC.[Br:10][C:11]1[CH:16]=[CH:15][C:14]([C:17]2(O)[CH2:22][CH2:21][N:20]([CH3:23])[CH2:19][CH2:18]2)=[CH:13][CH:12]=1.BrC1C=CC(C2CCN(C)CC=2)=CC=1. (2) Given the product [F:1][C:2]1[CH:3]=[CH:4][C:5]2[N:9]=[C:8]([CH:10]([NH:14][C:23]3[N:31]=[CH:30][N:29]=[C:28]4[C:24]=3[N:25]=[CH:26][NH:27]4)[CH:11]([CH3:13])[CH3:12])[N:7]([C:15]3[CH:16]=[N:17][CH:18]=[CH:19][CH:20]=3)[C:6]=2[CH:21]=1, predict the reactants needed to synthesize it. The reactants are: [F:1][C:2]1[CH:3]=[CH:4][C:5]2[N:9]=[C:8]([C@@H:10]([NH2:14])[CH:11]([CH3:13])[CH3:12])[N:7]([C:15]3[CH:16]=[N:17][CH:18]=[CH:19][CH:20]=3)[C:6]=2[CH:21]=1.Cl[C:23]1[N:31]=[CH:30][N:29]=[C:28]2[C:24]=1[N:25]=[CH:26][N:27]2C1CCCCO1.CCN(C(C)C)C(C)C. (3) Given the product [C:19]([O:21][CH2:15][C:10]1[CH:11]=[CH:12][CH:13]=[CH:14][N:9]=1)(=[O:20])[CH3:18], predict the reactants needed to synthesize it. The reactants are: C([N-]C(C)C)(C)C.[Li+].[N:9]1[CH:14]=[CH:13][CH:12]=[CH:11][C:10]=1[CH3:15].OO.[CH3:18][C:19]([OH:21])=[O:20].ClC1C=CC=C(C(OO)=O)C=1.C(OC(=O)C)(=O)C.